From a dataset of Peptide-MHC class I binding affinity with 185,985 pairs from IEDB/IMGT. Regression. Given a peptide amino acid sequence and an MHC pseudo amino acid sequence, predict their binding affinity value. This is MHC class I binding data. (1) The peptide sequence is KILMNFHQK. The MHC is HLA-A24:02 with pseudo-sequence HLA-A24:02. The binding affinity (normalized) is 0. (2) The peptide sequence is YPARVKCAL. The MHC is HLA-A03:01 with pseudo-sequence HLA-A03:01. The binding affinity (normalized) is 0.0847. (3) The peptide sequence is DTLKVCIGY. The MHC is HLA-A02:01 with pseudo-sequence HLA-A02:01. The binding affinity (normalized) is 0.0847. (4) The peptide sequence is FIYFGKKQY. The MHC is HLA-B08:01 with pseudo-sequence HLA-B08:01. The binding affinity (normalized) is 0.0847. (5) The peptide sequence is DAVEDFLAF. The MHC is HLA-A26:01 with pseudo-sequence HLA-A26:01. The binding affinity (normalized) is 0.764.